This data is from Catalyst prediction with 721,799 reactions and 888 catalyst types from USPTO. The task is: Predict which catalyst facilitates the given reaction. (1) Reactant: [Cl:1][C:2]1[CH:7]=[CH:6][C:5]([C:8]2[CH:16]=[CH:15][CH:14]=[C:13]3[C:9]=2[CH2:10][C:11](=[O:17])[NH:12]3)=[CH:4][CH:3]=1.[CH3:18][C:19]1[C:23]([CH2:24][CH2:25][C:26]([N:28]2[CH2:33][CH2:32][N:31]([CH3:34])[CH2:30][CH2:29]2)=[O:27])=[C:22]([CH3:35])[NH:21][C:20]=1[CH:36]=O. Product: [Cl:1][C:2]1[CH:3]=[CH:4][C:5]([C:8]2[CH:16]=[CH:15][CH:14]=[C:13]3[C:9]=2[C:10](=[CH:36][C:20]2[NH:21][C:22]([CH3:35])=[C:23]([CH2:24][CH2:25][C:26]([N:28]4[CH2:29][CH2:30][N:31]([CH3:34])[CH2:32][CH2:33]4)=[O:27])[C:19]=2[CH3:18])[C:11](=[O:17])[NH:12]3)=[CH:6][CH:7]=1. The catalyst class is: 360. (2) Reactant: [F:1][C:2]1[CH:25]=[CH:24][C:5]([CH2:6][N:7]2[C:15]3[C:10](=[CH:11][CH:12]=[CH:13][CH:14]=3)[C:9]3[CH2:16][C:17]([CH3:23])([C:20](O)=[O:21])[NH:18][CH2:19][C:8]2=3)=[CH:4][CH:3]=1.[N:26]([CH2:29][CH2:30][C:31]([O:33][CH2:34][CH3:35])=[O:32])=[C:27]=[O:28]. Product: [F:1][C:2]1[CH:3]=[CH:4][C:5]([CH2:6][N:7]2[C:15]3[CH:14]=[CH:13][CH:12]=[CH:11][C:10]=3[C:9]3[CH2:16][C:17]4([CH3:23])[C:20](=[O:21])[N:26]([CH2:29][CH2:30][C:31]([O:33][CH2:34][CH3:35])=[O:32])[C:27](=[O:28])[N:18]4[CH2:19][C:8]2=3)=[CH:24][CH:25]=1. The catalyst class is: 18. (3) Reactant: [Cl:1][C:2]1[CH:3]=[CH:4][C:5]([O:19][CH3:20])=[C:6]([C:8]2[N:12]([CH2:13][CH2:14][CH:15]([CH3:17])[CH3:16])[N:11]=[CH:10][C:9]=2[NH2:18])[CH:7]=1.[N:21]1[N:25]2[CH:26]=[CH:27][CH:28]=[N:29][C:24]2=[C:23]([C:30](O)=[O:31])[CH:22]=1.F[P-](F)(F)(F)(F)F.N1(O[P+](N2CCCC2)(N2CCCC2)N2CCCC2)C2N=CC=CC=2N=N1.C(N(CC)C(C)C)(C)C. Product: [Cl:1][C:2]1[CH:3]=[CH:4][C:5]([O:19][CH3:20])=[C:6]([C:8]2[N:12]([CH2:13][CH2:14][CH:15]([CH3:17])[CH3:16])[N:11]=[CH:10][C:9]=2[NH:18][C:30]([C:23]2[CH:22]=[N:21][N:25]3[CH:26]=[CH:27][CH:28]=[N:29][C:24]=23)=[O:31])[CH:7]=1. The catalyst class is: 9. (4) Reactant: [C:1]([C:5]1[O:9][C:8]([C:10]([O:12]CC)=O)=[N:7][CH:6]=1)([CH3:4])([CH3:3])[CH3:2].O.[NH2:16][NH2:17]. Product: [C:1]([C:5]1[O:9][C:8]([C:10]([NH:16][NH2:17])=[O:12])=[N:7][CH:6]=1)([CH3:4])([CH3:3])[CH3:2]. The catalyst class is: 8. (5) Reactant: [CH2:1]([O:3][C:4]([C:6]1[C:7]([CH3:23])=[N:8][N:9]([C:11]2[C:16]([F:17])=[CH:15][CH:14]=[CH:13][C:12]=2[CH2:18][NH:19][CH:20]2[CH2:22][CH2:21]2)[CH:10]=1)=[O:5])[CH3:2].C(=O)(OC(C)(C)C)[O:25][C:26]([O:28][C:29]([CH3:32])([CH3:31])[CH3:30])=O.C(N(CC)CC)C.O. Product: [C:29]([O:28][C:26]([N:19]([CH2:18][C:12]1[CH:13]=[CH:14][CH:15]=[C:16]([F:17])[C:11]=1[N:9]1[CH:10]=[C:6]([C:4]([O:3][CH2:1][CH3:2])=[O:5])[C:7]([CH3:23])=[N:8]1)[CH:20]1[CH2:21][CH2:22]1)=[O:25])([CH3:32])([CH3:31])[CH3:30]. The catalyst class is: 4. (6) Reactant: C(OC(=O)[NH:7][CH2:8][C:9]1[CH:10]=[C:11]([C:15]2[CH:20]=[CH:19][CH:18]=[C:17]([CH2:21][NH:22][C:23]3[N:28]=[C:27]([N:29]4[CH2:35][CH2:34][C:33]5[N:36]=[CH:37][NH:38][C:32]=5[CH2:31][CH2:30]4)[C:26]([C:39]#[N:40])=[CH:25][N:24]=3)[C:16]=2[CH3:41])[CH:12]=[CH:13][CH:14]=1)(C)(C)C.Cl.O1CCOCC1. Product: [NH2:7][CH2:8][C:9]1[CH:10]=[C:11]([C:15]2[CH:20]=[CH:19][CH:18]=[C:17]([CH2:21][NH:22][C:23]3[N:28]=[C:27]([N:29]4[CH2:30][CH2:31][C:32]5[N:38]=[CH:37][NH:36][C:33]=5[CH2:34][CH2:35]4)[C:26]([C:39]#[N:40])=[CH:25][N:24]=3)[C:16]=2[CH3:41])[CH:12]=[CH:13][CH:14]=1. The catalyst class is: 4. (7) Reactant: CC1(C)[O:6][C@H:5]([CH2:7][O:8][C:9]2[CH:14]=[CH:13][C:12]([C:15]([C:20]3[CH:25]=[CH:24][C:23]([C:26]#[C:27][CH:28]([OH:33])[C:29]([CH3:32])([CH3:31])[CH3:30])=[C:22]([CH3:34])[CH:21]=3)([CH2:18][CH3:19])[CH2:16][CH3:17])=[CH:11][C:10]=2[CH3:35])[CH2:4][O:3]1.Cl.C([O-])(O)=O.[Na+]. Product: [CH2:16]([C:15]([C:12]1[CH:13]=[CH:14][C:9]([O:8][CH2:7][C@@H:5]([OH:6])[CH2:4][OH:3])=[C:10]([CH3:35])[CH:11]=1)([C:20]1[CH:25]=[CH:24][C:23]([C:26]#[C:27][CH:28]([OH:33])[C:29]([CH3:31])([CH3:32])[CH3:30])=[C:22]([CH3:34])[CH:21]=1)[CH2:18][CH3:19])[CH3:17]. The catalyst class is: 5. (8) Reactant: [Br:1][C:2]1[CH:3]=[C:4]([CH2:9][OH:10])[C:5]([F:8])=[N:6][CH:7]=1.[O:11]1[CH:16]=[CH:15][CH2:14][CH2:13][CH2:12]1.C1(C)C=CC(S([O-])(=O)=O)=CC=1.[NH+]1C=CC=CC=1. Product: [Br:1][C:2]1[CH:3]=[C:4]([CH2:9][O:10][CH:12]2[CH2:13][CH2:14][CH2:15][CH2:16][O:11]2)[C:5]([F:8])=[N:6][CH:7]=1. The catalyst class is: 4. (9) Reactant: [CH3:1][C:2]1[C:3]([N:24]2[C:29](=[O:30])[CH2:28][CH2:27][C@H:26]([NH:31]C(=O)OC(C)(C)C)[CH2:25]2)=[N:4][C:5]([N:8]2[C:16]3[CH:15]=[C:14]([C:17]4[CH:22]=[N:21][CH:20]=[C:19]([CH3:23])[N:18]=4)[N:13]=[CH:12][C:11]=3[CH:10]=[N:9]2)=[CH:6][CH:7]=1.O1CCOCC1. Product: [NH2:31][C@@H:26]1[CH2:25][N:24]([C:3]2[C:2]([CH3:1])=[CH:7][CH:6]=[C:5]([N:8]3[C:16]4[CH:15]=[C:14]([C:17]5[CH:22]=[N:21][CH:20]=[C:19]([CH3:23])[N:18]=5)[N:13]=[CH:12][C:11]=4[CH:10]=[N:9]3)[N:4]=2)[C:29](=[O:30])[CH2:28][CH2:27]1. The catalyst class is: 33.